This data is from Full USPTO retrosynthesis dataset with 1.9M reactions from patents (1976-2016). The task is: Predict the reactants needed to synthesize the given product. (1) Given the product [CH:1]1([CH2:7][O:8][C:9]2[C:18]([CH:19]3[CH2:21][CH2:20]3)=[CH:17][C:12]3[C:13]([NH:16][S:30]([CH3:29])(=[O:32])=[O:31])=[N:14][O:15][C:11]=3[CH:10]=2)[CH2:2][CH2:3][CH2:4][CH2:5][CH2:6]1, predict the reactants needed to synthesize it. The reactants are: [CH:1]1([CH2:7][O:8][C:9]2[C:18]([CH:19]3[CH2:21][CH2:20]3)=[CH:17][C:12]3[C:13]([NH2:16])=[N:14][O:15][C:11]=3[CH:10]=2)[CH2:6][CH2:5][CH2:4][CH2:3][CH2:2]1.C(N(CC)CC)C.[CH3:29][S:30](Cl)(=[O:32])=[O:31]. (2) Given the product [CH3:24][O:23][C:20]1[CH:21]=[C:22]2[C:17](=[CH:18][C:19]=1[O:25][CH3:26])[N:16]=[CH:15][CH:14]=[C:13]2[O:10][C:9]1[C:4]([N+:1]([O-:3])=[O:2])=[N:5][C:6]([CH3:11])=[CH:7][CH:8]=1, predict the reactants needed to synthesize it. The reactants are: [N+:1]([C:4]1[C:9]([OH:10])=[CH:8][CH:7]=[C:6]([CH3:11])[N:5]=1)([O-:3])=[O:2].Cl[C:13]1[C:22]2[C:17](=[CH:18][C:19]([O:25][CH3:26])=[C:20]([O:23][CH3:24])[CH:21]=2)[N:16]=[CH:15][CH:14]=1. (3) Given the product [CH:15]1([CH2:14][C@H:5]([N:4]2[CH2:3][CH2:2][NH:1][CH2:22][C:21]2=[O:24])[C:6]([NH:8][C:9]2[S:10][CH:11]=[CH:12][N:13]=2)=[O:7])[CH2:20][CH2:19][CH2:18][CH2:17][CH2:16]1, predict the reactants needed to synthesize it. The reactants are: [NH2:1][CH2:2][CH2:3][N:4]([C:21](=[O:24])[CH2:22]Cl)[C@@H:5]([CH2:14][CH:15]1[CH2:20][CH2:19][CH2:18][CH2:17][CH2:16]1)[C:6]([NH:8][C:9]1[S:10][CH:11]=[CH:12][N:13]=1)=[O:7].CCN(C(C)C)C(C)C. (4) The reactants are: Br[C:2]1[C:29](Cl)=[CH:28][C:5]([O:6][C:7]2[CH:12]=[CH:11][N:10]=[CH:9][C:8]=2[C:13]([N:15]2[C:24]3[C:19](=[CH:20][CH:21]=[CH:22][CH:23]=3)[N:18]([CH:25]3[CH2:27][CH2:26]3)[CH2:17][CH2:16]2)=[O:14])=[C:4]([Cl:31])[CH:3]=1.C(N(CC)CC)C.[C]=O.[C:41]([O:44][CH2:45]C)(=[O:43])C. Given the product [CH3:45][O:44][C:41](=[O:43])[C:29]1[C:2](=[CH:3][C:4]([Cl:31])=[C:5]([O:6][C:7]2[CH:12]=[CH:11][N:10]=[CH:9][C:8]=2[C:13]([N:15]2[C:24]3[C:19](=[CH:20][CH:21]=[CH:22][CH:23]=3)[N:18]([CH:25]3[CH2:26][CH2:27]3)[CH2:17][CH2:16]2)=[O:14])[CH:28]=1)[C:41]([O:44][CH3:45])=[O:43], predict the reactants needed to synthesize it. (5) Given the product [F:26][C:16]1[C:17]([O:24][CH3:25])=[CH:18][C:19]([O:22][CH3:23])=[C:20]([F:21])[C:15]=1[N:10]1[CH2:11][C:12]2[CH:13]=[N:14][C:5]3[NH:4][C:3](=[O:29])[CH2:2][C:6]=3[C:7]=2[N:8]([CH3:28])[C:9]1=[O:27], predict the reactants needed to synthesize it. The reactants are: Br[CH:2]1[C:6]2[C:7]3[N:8]([CH3:28])[C:9](=[O:27])[N:10]([C:15]4[C:20]([F:21])=[C:19]([O:22][CH3:23])[CH:18]=[C:17]([O:24][CH3:25])[C:16]=4[F:26])[CH2:11][C:12]=3[CH:13]=[N:14][C:5]=2[NH:4][C:3]1=[O:29].BrC1(Br)C2C3N(C)C(=O)N(C4C(F)=C(OC)C=C(OC)C=4F)CC=3C=NC=2NC1=O.C(O)(=O)C. (6) Given the product [C:12]1([CH2:18][S:19]([N:22]2[CH2:26][CH2:25][CH2:24][C@H:23]2[C:27]#[N:29])(=[O:20])=[O:21])[CH:13]=[CH:14][CH:15]=[CH:16][CH:17]=1, predict the reactants needed to synthesize it. The reactants are: CN(C=O)C.C(Cl)(=O)C(Cl)=O.[C:12]1([CH2:18][S:19]([N:22]2[CH2:26][CH2:25][CH2:24][C@H:23]2[C:27]([NH2:29])=O)(=[O:21])=[O:20])[CH:17]=[CH:16][CH:15]=[CH:14][CH:13]=1.N1C=CC=CC=1. (7) Given the product [F:30][C:31]1[CH:32]=[C:33]([C:19]2[CH:20]=[CH:21][C:16]([S:13]([NH:12][C:10]3[C:9]([F:23])=[CH:8][C:3]([C:4]([OH:6])=[O:5])=[C:2]([F:1])[CH:11]=3)(=[O:15])=[O:14])=[CH:17][CH:18]=2)[CH:34]=[C:35]([F:37])[CH:36]=1, predict the reactants needed to synthesize it. The reactants are: [F:1][C:2]1[CH:11]=[C:10]([NH:12][S:13]([C:16]2[CH:21]=[CH:20][C:19](I)=[CH:18][CH:17]=2)(=[O:15])=[O:14])[C:9]([F:23])=[CH:8][C:3]=1[C:4]([O:6]C)=[O:5].C(=O)([O-])[O-].[Na+].[Na+].[F:30][C:31]1[CH:32]=[C:33](B(O)O)[CH:34]=[C:35]([F:37])[CH:36]=1.